From a dataset of Reaction yield outcomes from USPTO patents with 853,638 reactions. Predict the reaction yield, written as a fraction of the theoretical maximum amount of product (1.0 means a 100% yield; for example, 0.34 means a 34% yield). The reactants are ClCC=O.N[C:6]1[N:13]=[CH:12][CH:11]=[CH:10][C:7]=1[C:8]#[N:9].C(=O)([O-])O.[Na+].[C:19](#[N:21])[CH3:20]. No catalyst specified. The product is [N:21]1[CH:19]=[CH:20][N:13]2[CH:6]=[C:7]([C:8]#[N:9])[CH:10]=[CH:11][C:12]=12. The yield is 0.890.